Dataset: Forward reaction prediction with 1.9M reactions from USPTO patents (1976-2016). Task: Predict the product of the given reaction. (1) Given the reactants F[C:2]1[CH:7]=[CH:6][C:5]([S:8]([CH3:11])(=[O:10])=[O:9])=[CH:4][CH:3]=1.[Cl:12][C:13]1[C:21]2[N:20]=[C:19]([CH3:22])[N:18]([C:23]3[CH:24]=[C:25]([OH:29])[CH:26]=[CH:27][CH:28]=3)[C:17]=2[CH:16]=[CH:15][CH:14]=1, predict the reaction product. The product is: [Cl:12][C:13]1[C:21]2[N:20]=[C:19]([CH3:22])[N:18]([C:23]3[CH:28]=[CH:27][CH:26]=[C:25]([O:29][C:2]4[CH:7]=[CH:6][C:5]([S:8]([CH3:11])(=[O:10])=[O:9])=[CH:4][CH:3]=4)[CH:24]=3)[C:17]=2[CH:16]=[CH:15][CH:14]=1. (2) Given the reactants [CH2:1]([C:5]1[CH:13]=[CH:12][C:8]([C:9](Cl)=[O:10])=[CH:7][CH:6]=1)[CH:2]([CH3:4])[CH3:3].[F:14][C:15]1[CH:24]=[CH:23][C:18]([C:19](=[N:21]O)[NH2:20])=[CH:17][CH:16]=1, predict the reaction product. The product is: [F:14][C:15]1[CH:24]=[CH:23][C:18]([C:19]2[N:21]=[C:9]([C:8]3[CH:12]=[CH:13][C:5]([CH2:1][CH:2]([CH3:4])[CH3:3])=[CH:6][CH:7]=3)[O:10][N:20]=2)=[CH:17][CH:16]=1. (3) Given the reactants [C:1]([O:5][C:6]([N:8]1[CH2:13][CH2:12][N:11]([C:14]2[N:22]([C:23]3[CH:28]=[CH:27][CH:26]=[CH:25][C:24]=3[Cl:29])[C:21]3[C:20](=[O:30])[N:19]([CH3:31])[C:18](=[O:32])[N:17](COC(=O)C(C)(C)C)[C:16]=3[N:15]=2)[CH2:10][CH2:9]1)=[O:7])([CH3:4])([CH3:3])[CH3:2].[H-].[Na+].Cl, predict the reaction product. The product is: [Cl:29][C:24]1[CH:25]=[CH:26][CH:27]=[CH:28][C:23]=1[N:22]1[C:21]2[C:20](=[O:30])[N:19]([CH3:31])[C:18](=[O:32])[NH:17][C:16]=2[N:15]=[C:14]1[N:11]1[CH2:10][CH2:9][N:8]([C:6]([O:5][C:1]([CH3:4])([CH3:3])[CH3:2])=[O:7])[CH2:13][CH2:12]1.